From a dataset of Reaction yield outcomes from USPTO patents with 853,638 reactions. Predict the reaction yield, written as a fraction of the theoretical maximum amount of product (1.0 means a 100% yield; for example, 0.34 means a 34% yield). (1) The reactants are Br[CH2:2][C:3]1[S:11][C:10]2[C:9]([N:12]3[CH2:17][CH2:16][O:15][CH2:14][CH2:13]3)=[N:8][C:7]([Cl:18])=[N:6][C:5]=2[CH:4]=1.[O:19]1[CH2:24][CH2:23][CH:22]([N:25]2[CH2:30][CH2:29][NH:28][CH2:27][C:26]2=[O:31])[CH2:21][CH2:20]1.C(=O)([O-])[O-].[K+].[K+]. The catalyst is CN(C=O)C.O. The product is [Cl:18][C:7]1[N:8]=[C:9]([N:12]2[CH2:17][CH2:16][O:15][CH2:14][CH2:13]2)[C:10]2[S:11][C:3]([CH2:2][N:28]3[CH2:29][CH2:30][N:25]([CH:22]4[CH2:21][CH2:20][O:19][CH2:24][CH2:23]4)[C:26](=[O:31])[CH2:27]3)=[CH:4][C:5]=2[N:6]=1. The yield is 0.820. (2) The reactants are [Cl-].O[NH3+:3].[C:4](=[O:7])([O-])[OH:5].[Na+].CS(C)=O.[CH2:13]([C:17]1[N:18]=[C:19]([CH3:48])[N:20]([C:39]2[CH:44]=[CH:43][C:42]([O:45][CH3:46])=[C:41]([F:47])[CH:40]=2)[C:21](=[O:38])[C:22]=1[CH2:23][C:24]1[CH:29]=[CH:28][C:27]([C:30]2[C:31]([C:36]#[N:37])=[CH:32][CH:33]=[CH:34][CH:35]=2)=[CH:26][CH:25]=1)[CH2:14][CH2:15][CH3:16]. The catalyst is O.C(OCC)(=O)C. The product is [CH2:13]([C:17]1[N:18]=[C:19]([CH3:48])[N:20]([C:39]2[CH:44]=[CH:43][C:42]([O:45][CH3:46])=[C:41]([F:47])[CH:40]=2)[C:21](=[O:38])[C:22]=1[CH2:23][C:24]1[CH:25]=[CH:26][C:27]([C:30]2[CH:35]=[CH:34][CH:33]=[CH:32][C:31]=2[C:36]2[NH:3][C:4](=[O:7])[O:5][N:37]=2)=[CH:28][CH:29]=1)[CH2:14][CH2:15][CH3:16]. The yield is 0.690. (3) The reactants are [N+:1]([CH2:4][CH:5]1[C:14]2[CH:15]=[CH:16][S:17][C:13]=2[C:12]2[CH:11]=[CH:10][CH:9]=[CH:8][C:7]=2[O:6]1)([O-])=O.[NH4+].[Cl-]. The catalyst is CC(O)=O.[Fe]. The product is [S:17]1[C:13]2[C:12]3[CH:11]=[CH:10][CH:9]=[CH:8][C:7]=3[O:6][CH:5]([CH2:4][NH2:1])[C:14]=2[CH:15]=[CH:16]1. The yield is 0.960. (4) The reactants are C(=O)(O)[O-].[K+].[F:6][C:7]1[CH:8]=[C:9]([N+:14]([O-:16])=[O:15])[CH:10]=[CH:11][C:12]=1F.[NH:17]1[CH:21]=[N:20][CH:19]=[N:18]1. The catalyst is CN(C=O)C. The product is [F:6][C:7]1[CH:8]=[C:9]([N+:14]([O-:16])=[O:15])[CH:10]=[CH:11][C:12]=1[N:17]1[CH:21]=[N:20][CH:19]=[N:18]1. The yield is 0.900. (5) The reactants are [NH2:1][C:2]1[N:7]=[CH:6][C:5]([C:8]2[CH:9]=[C:10]([NH2:19])[C:11]([NH:14][C:15]([CH3:18])([CH3:17])[CH3:16])=[CH:12][CH:13]=2)=[CH:4][N:3]=1.[NH:20]1[CH:24]=[C:23]([C:25]2[CH:32]=[CH:31][CH:30]=[CH:29][C:26]=2[CH:27]=O)[CH:22]=[N:21]1.OOS([O-])=O.[K+].S([O-])([O-])(=O)=S.[Na+].[Na+]. The catalyst is CN(C=O)C.O. The product is [C:15]([N:14]1[C:11]2[CH:12]=[CH:13][C:8]([C:5]3[CH:4]=[N:3][C:2]([NH2:1])=[N:7][CH:6]=3)=[CH:9][C:10]=2[N:19]=[C:27]1[C:26]1[CH:29]=[CH:30][CH:31]=[CH:32][C:25]=1[C:23]1[CH:22]=[N:21][NH:20][CH:24]=1)([CH3:16])([CH3:18])[CH3:17]. The yield is 0.100. (6) The reactants are [Cl:1][C:2]1[CH:3]=[C:4]([CH:8]([C:12]2([OH:18])[CH2:17][CH2:16][CH2:15][CH2:14][CH2:13]2)[C:9]([OH:11])=O)[CH:5]=[CH:6][CH:7]=1.[N:19]1([C:25]([O:27][C:28]([CH3:31])([CH3:30])[CH3:29])=[O:26])[CH2:24][CH2:23][NH:22][CH2:21][CH2:20]1.C(N(CC)CC)C. The catalyst is C(Cl)Cl. The product is [Cl:1][C:2]1[CH:3]=[C:4]([CH:8]([C:12]2([OH:18])[CH2:17][CH2:16][CH2:15][CH2:14][CH2:13]2)[C:9]([N:22]2[CH2:21][CH2:20][N:19]([C:25]([O:27][C:28]([CH3:31])([CH3:30])[CH3:29])=[O:26])[CH2:24][CH2:23]2)=[O:11])[CH:5]=[CH:6][CH:7]=1. The yield is 0.810. (7) The reactants are Cl[C:2]1[N:7]=[C:6](Cl)[C:5]([F:9])=[CH:4][N:3]=1.[N+:10]([C:13]1[CH:14]=[C:15]([CH:17]=[CH:18][CH:19]=1)[NH2:16])([O-:12])=[O:11]. The catalyst is CO.O. The product is [N+:10]([C:13]1[CH:14]=[C:15]([NH:16][C:2]2[N:7]=[C:6]([NH:16][C:15]3[CH:17]=[CH:18][CH:19]=[C:13]([N+:10]([O-:12])=[O:11])[CH:14]=3)[C:5]([F:9])=[CH:4][N:3]=2)[CH:17]=[CH:18][CH:19]=1)([O-:12])=[O:11]. The yield is 0.760. (8) The reactants are [CH3:1]OP(C(=[N+]=[N-])C(=O)C)(=O)OC.[CH3:13][C:14]([CH3:25])([CH2:17][O:18][CH:19]1[CH2:24][CH2:23][CH2:22][CH2:21][O:20]1)[CH:15]=O.C([O-])([O-])=O.[K+].[K+]. The catalyst is CO.C(OCC)C. The product is [CH3:13][C:14]([CH3:25])([C:15]#[CH:1])[CH2:17][O:18][CH:19]1[CH2:24][CH2:23][CH2:22][CH2:21][O:20]1. The yield is 0.480. (9) The reactants are [NH2:1][C:2]1[CH:3]=[N:4][CH:5]=[C:6]([Br:8])[CH:7]=1.[C:9](Cl)(=[O:14])[C:10]([CH3:13])([CH3:12])[CH3:11]. The catalyst is N1C=CC=CC=1. The product is [Br:8][C:6]1[CH:7]=[C:2]([NH:1][C:9](=[O:14])[C:10]([CH3:13])([CH3:12])[CH3:11])[CH:3]=[N:4][CH:5]=1. The yield is 0.731. (10) The reactants are [Br:1][C:2]1[CH:10]=[CH:9][C:5]([C:6](O)=[O:7])=[CH:4][C:3]=1[F:11].S(Cl)(Cl)=O.[Cl-].[NH4+].C([NH:21]C(C)C)(C)C. The catalyst is C1(C)C=CC=CC=1. The product is [Br:1][C:2]1[CH:10]=[CH:9][C:5]([C:6]([NH2:21])=[O:7])=[CH:4][C:3]=1[F:11]. The yield is 0.630.